Dataset: Cav3 T-type calcium channel HTS with 100,875 compounds. Task: Binary Classification. Given a drug SMILES string, predict its activity (active/inactive) in a high-throughput screening assay against a specified biological target. (1) The compound is FC(F)(F)c1ccc(C2=NOC(C2)C(=O)NCc2ccc(cc2)C(F)(F)F)cc1. The result is 0 (inactive). (2) The compound is O=C1CC(CC(=O)/C1=C\NCCO)c1cc(OC)c(OC)cc1. The result is 0 (inactive). (3) The drug is S(c1n(c2cc(ccc2)C)c(nn1)CNC(=O)c1sccc1)CC(OC)=O. The result is 0 (inactive). (4) The result is 0 (inactive). The compound is O1c2c(OCC1)ccc(NC(=O)c1n(ncc1[N+]([O-])=O)C)c2. (5) The molecule is O1C(OCC)C(C(C=C1C(=O)Nc1ccccc1)C)CCCO. The result is 0 (inactive). (6) The compound is Fc1cc2CCC(N(c2cc1)C(=O)c1cc(OC)c(OC)cc1)C. The result is 0 (inactive). (7) The molecule is N1(CCN(\N=C/C=C\c2ccccc2)CC1)c1ccccc1. The result is 0 (inactive). (8) The drug is Clc1c(NC(=O)CN2CCN(CC2)CCn2c(ccc2C)C)cc(cc1)C(F)(F)F. The result is 0 (inactive). (9) The compound is O=c1nc([nH]nc1C)N\N=C\C(=C/c1ccccc1)C. The result is 0 (inactive).